Dataset: NCI-60 drug combinations with 297,098 pairs across 59 cell lines. Task: Regression. Given two drug SMILES strings and cell line genomic features, predict the synergy score measuring deviation from expected non-interaction effect. (1) Drug 1: C1CCN(CC1)CCOC2=CC=C(C=C2)C(=O)C3=C(SC4=C3C=CC(=C4)O)C5=CC=C(C=C5)O. Drug 2: COC1=CC(=CC(=C1O)OC)C2C3C(COC3=O)C(C4=CC5=C(C=C24)OCO5)OC6C(C(C7C(O6)COC(O7)C8=CC=CS8)O)O. Cell line: KM12. Synergy scores: CSS=25.6, Synergy_ZIP=0.570, Synergy_Bliss=3.93, Synergy_Loewe=-14.3, Synergy_HSA=0.850. (2) Drug 1: C1=CC(=C2C(=C1NCCNCCO)C(=O)C3=C(C=CC(=C3C2=O)O)O)NCCNCCO. Drug 2: CC1=C2C(C(=O)C3(C(CC4C(C3C(C(C2(C)C)(CC1OC(=O)C(C(C5=CC=CC=C5)NC(=O)C6=CC=CC=C6)O)O)OC(=O)C7=CC=CC=C7)(CO4)OC(=O)C)O)C)OC(=O)C. Cell line: UO-31. Synergy scores: CSS=26.9, Synergy_ZIP=-9.49, Synergy_Bliss=-2.66, Synergy_Loewe=1.26, Synergy_HSA=1.71.